Dataset: NCI-60 drug combinations with 297,098 pairs across 59 cell lines. Task: Regression. Given two drug SMILES strings and cell line genomic features, predict the synergy score measuring deviation from expected non-interaction effect. (1) Drug 1: C1=CC=C(C=C1)NC(=O)CCCCCCC(=O)NO. Drug 2: CC1=C(C(=CC=C1)Cl)NC(=O)C2=CN=C(S2)NC3=CC(=NC(=N3)C)N4CCN(CC4)CCO. Cell line: HOP-62. Synergy scores: CSS=19.0, Synergy_ZIP=-0.236, Synergy_Bliss=3.14, Synergy_Loewe=3.32, Synergy_HSA=3.92. (2) Drug 1: CN1CCC(CC1)COC2=C(C=C3C(=C2)N=CN=C3NC4=C(C=C(C=C4)Br)F)OC. Drug 2: C1=C(C(=O)NC(=O)N1)F. Cell line: HL-60(TB). Synergy scores: CSS=55.8, Synergy_ZIP=-2.51, Synergy_Bliss=-12.5, Synergy_Loewe=-17.5, Synergy_HSA=-16.3.